This data is from Peptide-MHC class II binding affinity with 134,281 pairs from IEDB. The task is: Regression. Given a peptide amino acid sequence and an MHC pseudo amino acid sequence, predict their binding affinity value. This is MHC class II binding data. The peptide sequence is LKLTSGKIASCLNDN. The MHC is DRB1_0901 with pseudo-sequence DRB1_0901. The binding affinity (normalized) is 0.159.